This data is from Catalyst prediction with 721,799 reactions and 888 catalyst types from USPTO. The task is: Predict which catalyst facilitates the given reaction. Reactant: Cl[C:2]1[C:7]([Cl:8])=[N:6][CH:5]=[CH:4][N:3]=1.[CH3:9][CH:10]([NH2:12])[CH3:11]. Product: [Cl:8][C:7]1[C:2]([NH:12][CH:10]([CH3:11])[CH3:9])=[N:3][CH:4]=[CH:5][N:6]=1. The catalyst class is: 1.